This data is from NCI-60 drug combinations with 297,098 pairs across 59 cell lines. The task is: Regression. Given two drug SMILES strings and cell line genomic features, predict the synergy score measuring deviation from expected non-interaction effect. (1) Drug 1: CC1=CC2C(CCC3(C2CCC3(C(=O)C)OC(=O)C)C)C4(C1=CC(=O)CC4)C. Drug 2: CN1C(=O)N2C=NC(=C2N=N1)C(=O)N. Cell line: HOP-92. Synergy scores: CSS=-2.96, Synergy_ZIP=1.42, Synergy_Bliss=-2.30, Synergy_Loewe=-12.6, Synergy_HSA=-10.5. (2) Drug 1: CCCCC(=O)OCC(=O)C1(CC(C2=C(C1)C(=C3C(=C2O)C(=O)C4=C(C3=O)C=CC=C4OC)O)OC5CC(C(C(O5)C)O)NC(=O)C(F)(F)F)O. Drug 2: C1CNP(=O)(OC1)N(CCCl)CCCl. Cell line: K-562. Synergy scores: CSS=69.3, Synergy_ZIP=-0.900, Synergy_Bliss=-2.02, Synergy_Loewe=-16.4, Synergy_HSA=-1.22. (3) Drug 1: COC1=C(C=C2C(=C1)N=CN=C2NC3=CC(=C(C=C3)F)Cl)OCCCN4CCOCC4. Drug 2: CCC1=C2CN3C(=CC4=C(C3=O)COC(=O)C4(CC)O)C2=NC5=C1C=C(C=C5)O. Cell line: RXF 393. Synergy scores: CSS=31.9, Synergy_ZIP=-9.12, Synergy_Bliss=-4.70, Synergy_Loewe=-0.648, Synergy_HSA=1.04. (4) Drug 1: CC(CN1CC(=O)NC(=O)C1)N2CC(=O)NC(=O)C2. Drug 2: N.N.Cl[Pt+2]Cl. Cell line: HCC-2998. Synergy scores: CSS=14.7, Synergy_ZIP=1.08, Synergy_Bliss=7.20, Synergy_Loewe=7.28, Synergy_HSA=6.46. (5) Drug 1: CN1CCC(CC1)COC2=C(C=C3C(=C2)N=CN=C3NC4=C(C=C(C=C4)Br)F)OC. Drug 2: C#CCC(CC1=CN=C2C(=N1)C(=NC(=N2)N)N)C3=CC=C(C=C3)C(=O)NC(CCC(=O)O)C(=O)O. Cell line: SK-MEL-5. Synergy scores: CSS=-3.96, Synergy_ZIP=1.15, Synergy_Bliss=-3.45, Synergy_Loewe=-8.46, Synergy_HSA=-8.46. (6) Drug 1: CC1CCC2CC(C(=CC=CC=CC(CC(C(=O)C(C(C(=CC(C(=O)CC(OC(=O)C3CCCCN3C(=O)C(=O)C1(O2)O)C(C)CC4CCC(C(C4)OC)OCCO)C)C)O)OC)C)C)C)OC. Drug 2: CN(C(=O)NC(C=O)C(C(C(CO)O)O)O)N=O. Cell line: SF-539. Synergy scores: CSS=-2.91, Synergy_ZIP=-4.53, Synergy_Bliss=-11.4, Synergy_Loewe=-10.8, Synergy_HSA=-10.4.